Dataset: B-cell epitopes from IEDB database with 3,159 antigens for binding position prediction. Task: Token-level Classification. Given an antigen amino acid sequence, predict which amino acid positions are active epitope sites capable of antibody binding. Output is a list of indices for active positions. The epitope positions are: [100, 101, 102, 103, 104, 105]. The amino acids at these positions are: QRKVAP. Given the antigen sequence: MASRRSRPQAASFRNGRRRQPTSYNDLLRMFGQMRVRKPPAQPTQAIIAEPGDLRHELNQQERATLSSNVQRFFMIGHGSLTADAGGLTYTVSWVPTKQIQRKVAPSAGR, which amino acid positions are active epitope sites?